From a dataset of Catalyst prediction with 721,799 reactions and 888 catalyst types from USPTO. Predict which catalyst facilitates the given reaction. (1) Reactant: C1C=CC(P(C2C=CC3C(=CC=CC=3)C=2C2C3C(=CC=CC=3)C=CC=2P(C2C=CC=CC=2)C2C=CC=CC=2)C2C=CC=CC=2)=CC=1.Br[C:48]1[CH:55]=[CH:54][C:51]([C:52]#[N:53])=[CH:50][CH:49]=1.[F:56][C:57]1[CH:58]=[C:59]([CH:62]=[CH:63][CH:64]=1)[CH2:60][NH2:61].C([O-])([O-])=O.[Cs+].[Cs+]. Product: [F:56][C:57]1[CH:58]=[C:59]([CH:62]=[CH:63][CH:64]=1)[CH2:60][NH:61][C:48]1[CH:55]=[CH:54][C:51]([C:52]#[N:53])=[CH:50][CH:49]=1. The catalyst class is: 231. (2) Reactant: [Cl:1][CH2:2][CH2:3][CH2:4][O:5][C:6]1[CH:7]=[C:8]([CH:12]=[CH:13][C:14]=1[O:15][CH3:16])[C:9]([OH:11])=[O:10].[N:17]([O-:19])=[O:18].[Na+].C(O)(=O)C.[N+]([O-])(O)=O. Product: [CH3:16][O:15][C:14]1[C:6]([O:5][CH2:4][CH2:3][CH2:2][Cl:1])=[CH:7][C:8]([C:9]([OH:11])=[O:10])=[C:12]([N+:17]([O-:19])=[O:18])[CH:13]=1. The catalyst class is: 6. (3) Reactant: Br[CH2:2][C:3]([C:5]1[CH:6]=[N:7][C:8]([Cl:11])=[CH:9][CH:10]=1)=[O:4].ClCC(C1C=NC(Cl)=CC=1)=O.[BH4-].[Na+].C[O-].[Na+]. Product: [Cl:11][C:8]1[CH:9]=[CH:10][C:5]([CH:3]2[CH2:2][O:4]2)=[CH:6][N:7]=1. The catalyst class is: 653. (4) Reactant: I[C:2]1[N:11]=[C:10]2[N:4]([CH2:5][CH2:6][C:7]3[CH:23]=[CH:22][CH:21]=[CH:20][C:8]=3[CH:9]2[O:12][CH:13]2[CH2:18][CH2:17][N:16]([CH3:19])[CH2:15][CH2:14]2)[C:3]=1[C:24]#[N:25].[C:26]([O:30][C:31](=[O:47])[C:32]1[CH:37]=[CH:36][C:35](B2OC(C)(C)C(C)(C)O2)=[CH:34][CH:33]=1)([CH3:29])([CH3:28])[CH3:27].C([O-])([O-])=O.[K+].[K+]. Product: [C:26]([O:30][C:31](=[O:47])[C:32]1[CH:37]=[CH:36][C:35]([C:2]2[N:11]=[C:10]3[N:4]([CH2:5][CH2:6][C:7]4[CH:23]=[CH:22][CH:21]=[CH:20][C:8]=4[CH:9]3[O:12][CH:13]3[CH2:14][CH2:15][N:16]([CH3:19])[CH2:17][CH2:18]3)[C:3]=2[C:24]#[N:25])=[CH:34][CH:33]=1)([CH3:29])([CH3:27])[CH3:28]. The catalyst class is: 450. (5) Reactant: COC1N=CC(C2N=CN(CCCC[N:18]3[C:26](=[O:27])[C:25]4[C:20](=[CH:21][CH:22]=[CH:23][CH:24]=4)[C:19]3=[O:28])C=2)=CC=1.N1C=C(C2C=CC(OC)=NC=2)N=C1.C(=O)([O-])[O-].[K+].[K+].BrCCCCN1C(=O)C2=CC=CC=C2C1=O. Product: [C:19]1(=[O:28])[C:20]2[C:25](=[CH:24][CH:23]=[CH:22][CH:21]=2)[C:26](=[O:27])[NH:18]1. The catalyst class is: 3. (6) Reactant: [O:1]=[C:2]1[C:6]2([CH2:11][CH2:10][N:9]([C:12]([O:14][C:15]([CH3:18])([CH3:17])[CH3:16])=[O:13])[CH2:8][CH2:7]2)[N:5]([C:19]2[CH:24]=[CH:23][CH:22]=[CH:21][CH:20]=2)[CH2:4][NH:3]1.[C:25](=[O:28])([O-])[O-:26].[K+].[K+].Cl[CH2:32][C:33]([NH2:35])=[O:34].C(O[CH2:40][CH3:41])(=O)C. Product: [NH2:35][C:33](=[O:34])[CH2:32][O:26][C:25]([C:8]1[CH:7]=[C:6]([CH:2]=[CH:40][CH:41]=1)[CH2:11][N:3]1[C:2](=[O:1])[C:6]2([CH2:7][CH2:8][N:9]([C:12]([O:14][C:15]([CH3:18])([CH3:17])[CH3:16])=[O:13])[CH2:10][CH2:11]2)[N:5]([C:19]2[CH:20]=[CH:21][CH:22]=[CH:23][CH:24]=2)[CH2:4]1)=[O:28]. The catalyst class is: 9. (7) Reactant: F[C:2]1[C:7]([C:8]2[N:13]=[C:12]([CH3:14])[N:11]=[C:10]([N:15]([CH2:25][C:26]3[CH:31]=[CH:30][C:29]([O:32][CH3:33])=[CH:28][CH:27]=3)[CH2:16][C:17]3[CH:22]=[CH:21][C:20]([O:23][CH3:24])=[CH:19][CH:18]=3)[CH:9]=2)=[CH:6][C:5]([C@H:34]([N:36]2[CH2:41][CH2:40][N:39]([S:42]([CH3:45])(=[O:44])=[O:43])[CH2:38][C@@H:37]2[CH3:46])[CH3:35])=[CH:4][N:3]=1.[F:47][C:48]1[CH:49]=[C:50]([NH2:56])[CH:51]=[N:52][C:53]=1[O:54][CH3:55].C[Si]([N-][Si](C)(C)C)(C)C.[Li+].[NH4+].[Cl-]. Product: [F:47][C:48]1[CH:49]=[C:50]([NH:56][C:2]2[C:7]([C:8]3[N:13]=[C:12]([CH3:14])[N:11]=[C:10]([N:15]([CH2:16][C:17]4[CH:22]=[CH:21][C:20]([O:23][CH3:24])=[CH:19][CH:18]=4)[CH2:25][C:26]4[CH:27]=[CH:28][C:29]([O:32][CH3:33])=[CH:30][CH:31]=4)[CH:9]=3)=[CH:6][C:5]([C@H:34]([N:36]3[CH2:41][CH2:40][N:39]([S:42]([CH3:45])(=[O:44])=[O:43])[CH2:38][C@@H:37]3[CH3:46])[CH3:35])=[CH:4][N:3]=2)[CH:51]=[N:52][C:53]=1[O:54][CH3:55]. The catalyst class is: 1. (8) Reactant: S(Cl)([Cl:3])=O.[CH3:5][O:6][C:7]([C:9]1[CH:10]([C:20]2[CH:25]=[CH:24][CH:23]=[C:22]([N+:26]([O-:28])=[O:27])[CH:21]=2)[C:11]([C:17](O)=[O:18])=[C:12]([CH3:16])[NH:13][C:14]=1[CH3:15])=[O:8]. The catalyst class is: 4. Product: [Cl:3][C:17]([C:11]1[CH:10]([C:20]2[CH:25]=[CH:24][CH:23]=[C:22]([N+:26]([O-:28])=[O:27])[CH:21]=2)[C:9]([C:7]([O:6][CH3:5])=[O:8])=[C:14]([CH3:15])[NH:13][C:12]=1[CH3:16])=[O:18]. (9) Reactant: [F:1][C:2]1[CH:3]=[C:4]([NH2:30])[CH:5]=[CH:6][C:7]=1[O:8][C:9]1[C:14]2=[CH:15][C:16]([C:18]3[CH:23]=[CH:22][N:21]=[C:20]([N:24]4[CH2:29][CH2:28][O:27][CH2:26][CH2:25]4)[CH:19]=3)=[CH:17][N:13]2[N:12]=[CH:11][N:10]=1.Cl.FC1C=C([CH:59]([C:63]([NH:65][C:66]2[CH:71]=[CH:70][C:69]([F:72])=[CH:68][CH:67]=2)=[O:64])[C:60](N)=[O:61])C=CC=1OC1C2=C(C)C(OCCN3CCOCC3)=CN2N=CN=1.CCN(C(C)C)C(C)C.CN(C(ON1N=NC2C=CC=CC1=2)=[N+](C)C)C.[B-](F)(F)(F)F. Product: [F:1][C:2]1[CH:3]=[C:4]([NH:30][C:60](=[O:61])[CH2:59][C:63]([NH:65][C:66]2[CH:71]=[CH:70][C:69]([F:72])=[CH:68][CH:67]=2)=[O:64])[CH:5]=[CH:6][C:7]=1[O:8][C:9]1[C:14]2=[CH:15][C:16]([C:18]3[CH:23]=[CH:22][N:21]=[C:20]([N:24]4[CH2:25][CH2:26][O:27][CH2:28][CH2:29]4)[CH:19]=3)=[CH:17][N:13]2[N:12]=[CH:11][N:10]=1. The catalyst class is: 3.